This data is from Catalyst prediction with 721,799 reactions and 888 catalyst types from USPTO. The task is: Predict which catalyst facilitates the given reaction. (1) Reactant: [F:1][CH:2]([F:26])[O:3][C:4]1[CH:9]=[CH:8][C:7]([C:10]2[CH:11]=[C:12]3[C:16](=[CH:17][CH:18]=2)[C:15](=[O:19])[O:14][CH2:13]3)=[C:6]([O:20]COC)[C:5]=1[O:24][CH3:25].Cl. Product: [F:26][CH:2]([F:1])[O:3][C:4]1[CH:9]=[CH:8][C:7]([C:10]2[CH:11]=[C:12]3[C:16](=[CH:17][CH:18]=2)[C:15](=[O:19])[O:14][CH2:13]3)=[C:6]([OH:20])[C:5]=1[O:24][CH3:25]. The catalyst class is: 5. (2) Reactant: [Cl:1][C:2]1[CH:3]=[CH:4][C:5]2[N:11]3[CH:12]=[CH:13][CH:14]=[C:10]3[C:9](=[CH:15][C:16]([O:18][CH2:19][CH3:20])=[O:17])[CH2:8][CH:7]([C:21]3[CH:26]=[CH:25][CH:24]=[C:23]([O:27][CH3:28])[C:22]=3[O:29][CH3:30])[C:6]=2[CH:31]=1. Product: [Cl:1][C:2]1[CH:3]=[CH:4][C:5]2[N:11]3[CH:12]=[CH:13][CH:14]=[C:10]3[CH:9]([CH2:15][C:16]([O:18][CH2:19][CH3:20])=[O:17])[CH2:8][CH:7]([C:21]3[CH:26]=[CH:25][CH:24]=[C:23]([O:27][CH3:28])[C:22]=3[O:29][CH3:30])[C:6]=2[CH:31]=1. The catalyst class is: 586. (3) Reactant: C(OC([N:8]1[CH2:26][CH2:25][CH2:24][C:10]2([N:13]([C:14]([O:16][CH2:17][C:18]3[CH:23]=[CH:22][CH:21]=[CH:20][CH:19]=3)=[O:15])[CH2:12][CH2:11]2)[CH2:9]1)=O)(C)(C)C.FC(F)(F)C(O)=O.[OH-].[Na+]. Product: [CH2:17]([O:16][C:14]([N:13]1[C:10]2([CH2:24][CH2:25][CH2:26][NH:8][CH2:9]2)[CH2:11][CH2:12]1)=[O:15])[C:18]1[CH:19]=[CH:20][CH:21]=[CH:22][CH:23]=1. The catalyst class is: 22. (4) Reactant: [Cl:1][C:2]1[N:7]=[CH:6][C:5]([CH3:8])=[CH:4][N:3]=1.C[Li].[C:11](C1C(=O)C(Cl)=C(Cl)C(=O)C=1C#N)#N.[OH-].[Na+]. Product: [Cl:1][C:2]1[N:7]=[C:6]([CH3:11])[C:5]([CH3:8])=[CH:4][N:3]=1. The catalyst class is: 385.